From a dataset of Full USPTO retrosynthesis dataset with 1.9M reactions from patents (1976-2016). Predict the reactants needed to synthesize the given product. (1) Given the product [Cl:25][C:26]1[CH:31]=[CH:30][C:29]([O:32][C:2]2[CH:7]=[CH:6][CH:5]=[CH:4][C:3]=2[CH2:8][N:9]2[CH:13]=[CH:12][C:11]([C:14]([NH:16][C:17]3[C:22]([F:23])=[CH:21][CH:20]=[CH:19][C:18]=3[F:24])=[O:15])=[N:10]2)=[CH:28][CH:27]=1, predict the reactants needed to synthesize it. The reactants are: Br[C:2]1[CH:7]=[CH:6][CH:5]=[CH:4][C:3]=1[CH2:8][N:9]1[CH:13]=[CH:12][C:11]([C:14]([NH:16][C:17]2[C:22]([F:23])=[CH:21][CH:20]=[CH:19][C:18]=2[F:24])=[O:15])=[N:10]1.[Cl:25][C:26]1[CH:31]=[CH:30][C:29]([OH:32])=[CH:28][CH:27]=1.C(=O)([O-])[O-].[Cs+].[Cs+]. (2) Given the product [Si:22]([O:29][CH2:30][CH2:31][CH2:32][CH2:33][O:1][C:2]1[CH:3]=[C:4]([CH:19]=[CH:20][CH:21]=1)[O:5][CH2:6][CH2:7][N:8]1[C:9](=[O:18])[C:10]2[C:15](=[CH:14][CH:13]=[CH:12][CH:11]=2)[C:16]1=[O:17])([C:25]([CH3:26])([CH3:27])[CH3:28])([CH3:23])[CH3:24], predict the reactants needed to synthesize it. The reactants are: [OH:1][C:2]1[CH:3]=[C:4]([CH:19]=[CH:20][CH:21]=1)[O:5][CH2:6][CH2:7][N:8]1[C:16](=[O:17])[C:15]2[C:10](=[CH:11][CH:12]=[CH:13][CH:14]=2)[C:9]1=[O:18].[Si:22]([O:29][CH2:30][CH2:31][CH2:32][CH2:33]O)([C:25]([CH3:28])([CH3:27])[CH3:26])([CH3:24])[CH3:23].